This data is from Catalyst prediction with 721,799 reactions and 888 catalyst types from USPTO. The task is: Predict which catalyst facilitates the given reaction. (1) Reactant: [N:1]1[C:10]2[C:5](=[CH:6][CH:7]=[CH:8][CH:9]=2)[C:4]([CH:11]2[CH2:16][CH2:15][CH:14]([CH2:17][C:18]([O:20][CH2:21][CH3:22])=[O:19])[CH2:13][CH2:12]2)=[CH:3][CH:2]=1.C[Si]([N-][Si](C)(C)C)(C)C.[Na+].[CH2:33](Br)[CH:34]=[CH2:35]. Product: [N:1]1[C:10]2[C:5](=[CH:6][CH:7]=[CH:8][CH:9]=2)[C:4]([C@@H:11]2[CH2:12][CH2:13][C@H:14]([CH:17]([CH2:35][CH:34]=[CH2:33])[C:18]([O:20][CH2:21][CH3:22])=[O:19])[CH2:15][CH2:16]2)=[CH:3][CH:2]=1. The catalyst class is: 116. (2) Reactant: [OH:1][C:2]([CH3:47])([CH3:46])[C@@H:3]([NH:10][C:11]([NH:13][C:14]1[N:19]=[C:18]([CH2:20][OH:21])[C:17]2[C:22]([O:44][CH3:45])=[N:23][N:24](C(C3C=CC=CC=3)(C3C=CC=CC=3)C3C=CC=CC=3)[C:16]=2[CH:15]=1)=[O:12])[C:4]1[CH:9]=[CH:8][CH:7]=[CH:6][CH:5]=1.C([SiH](CC)CC)C.C(O)(C(F)(F)F)=O. Product: [OH:1][C:2]([CH3:47])([CH3:46])[C@@H:3]([NH:10][C:11]([NH:13][C:14]1[N:19]=[C:18]([CH2:20][OH:21])[C:17]2[C:22]([O:44][CH3:45])=[N:23][NH:24][C:16]=2[CH:15]=1)=[O:12])[C:4]1[CH:9]=[CH:8][CH:7]=[CH:6][CH:5]=1. The catalyst class is: 2. (3) Reactant: [OH:1][C:2]1[C:7]([NH:8]C(=O)C)=[C:6]([OH:12])[N:5]=[C:4]([CH3:13])[N:3]=1.Cl. Product: [NH2:8][C:7]1[C:2]([OH:1])=[N:3][C:4]([CH3:13])=[N:5][C:6]=1[OH:12]. The catalyst class is: 5. (4) Reactant: [F:1][C:2]([F:17])([F:16])[C:3]1[CH:4]=[CH:5][C:6]([C:9]2[CH:14]=[CH:13][NH:12][C:11](=[O:15])[CH:10]=2)=[N:7][CH:8]=1.Br[C:19]1[CH:20]=[CH:21][C:22]2[C:23]3[CH2:33][CH2:32][N:31]([C:34]([O:36][C:37]([CH3:40])([CH3:39])[CH3:38])=[O:35])[CH2:30][CH2:29][C:24]=3[N:25]([CH3:28])[C:26]=2[CH:27]=1.OC1C=CC=C2C=1N=CC=C2.C([O-])([O-])=O.[Cs+].[Cs+]. Product: [CH3:28][N:25]1[C:26]2[CH:27]=[C:19]([N:12]3[CH:13]=[CH:14][C:9]([C:6]4[CH:5]=[CH:4][C:3]([C:2]([F:1])([F:16])[F:17])=[CH:8][N:7]=4)=[CH:10][C:11]3=[O:15])[CH:20]=[CH:21][C:22]=2[C:23]2[CH2:33][CH2:32][N:31]([C:34]([O:36][C:37]([CH3:40])([CH3:39])[CH3:38])=[O:35])[CH2:30][CH2:29][C:24]1=2. The catalyst class is: 156. (5) Reactant: [CH3:1][S:2]([C:5]1[CH:6]=[C:7]([C:11]2[S:15][C:14]([C:16]3[N:20]([C:21]4[C:22]([C:27]([F:30])([F:29])[F:28])=[N:23][CH:24]=[CH:25][CH:26]=4)[N:19]=[C:18]([C:31]([OH:34])([CH3:33])[CH3:32])[CH:17]=3)=[CH:13][CH:12]=2)[CH:8]=[CH:9][CH:10]=1)(=[O:4])=[O:3].[Cl:35]N1C(=O)CCC1=O.C1(=O)NC(=O)CC1. Product: [Cl:35][C:17]1[C:18]([C:31]([OH:34])([CH3:32])[CH3:33])=[N:19][N:20]([C:21]2[C:22]([C:27]([F:30])([F:29])[F:28])=[N:23][CH:24]=[CH:25][CH:26]=2)[C:16]=1[C:14]1[S:15][C:11]([C:7]2[CH:8]=[CH:9][CH:10]=[C:5]([S:2]([CH3:1])(=[O:4])=[O:3])[CH:6]=2)=[CH:12][CH:13]=1. The catalyst class is: 496. (6) Reactant: [OH:1][N:2]1[C:6](=[O:7])[C:5]2=[CH:8][CH:9]=[CH:10][CH:11]=[C:4]2[C:3]1=[O:12].C(=O)([O-])[O-].[K+].[K+].[Cl:19][C:20]([Cl:24])=[CH:21][CH2:22]Cl.Cl. Product: [Cl:19][C:20]([Cl:24])=[CH:21][CH2:22][O:1][N:2]1[C:3](=[O:12])[C:4]2=[CH:11][CH:10]=[CH:9][CH:8]=[C:5]2[C:6]1=[O:7]. The catalyst class is: 9.